This data is from Catalyst prediction with 721,799 reactions and 888 catalyst types from USPTO. The task is: Predict which catalyst facilitates the given reaction. (1) Reactant: [H-].[Na+].[CH:3]([OH:6])([CH3:5])[CH3:4].F[C:8]1[CH:9]=[CH:10][C:11]([N+:17]([O-:19])=[O:18])=[C:12]([CH:16]=1)[C:13]([OH:15])=[O:14].Cl. Product: [CH:3]([O:6][C:8]1[CH:9]=[CH:10][C:11]([N+:17]([O-:19])=[O:18])=[C:12]([CH:16]=1)[C:13]([OH:15])=[O:14])([CH3:5])[CH3:4]. The catalyst class is: 1. (2) Reactant: [CH2:1]([C:5]1[N:9]([C:10]2[CH:11]=[C:12]([Cl:24])[C:13]([NH:16][C:17]3[CH:22]=[CH:21][C:20]([Cl:23])=[CH:19][CH:18]=3)=[N:14][CH:15]=2)[N:8]=[N:7][C:6]=1[Si](C)(C)C)[CH2:2][CH2:3][CH3:4]. Product: [CH2:1]([C:5]1[N:9]([C:10]2[CH:11]=[C:12]([Cl:24])[C:13]([NH:16][C:17]3[CH:22]=[CH:21][C:20]([Cl:23])=[CH:19][CH:18]=3)=[N:14][CH:15]=2)[N:8]=[N:7][CH:6]=1)[CH2:2][CH2:3][CH3:4]. The catalyst class is: 49. (3) Reactant: [OH:1][C:2]([CH3:22])([CH3:21])[CH2:3][C@H:4]1[CH2:8][O:7][C@@:6]([C@@H:10]2[C@:18]3([CH3:19])[C@H:13]([C@@H:14]([OH:20])[CH2:15][CH2:16][CH2:17]3)[CH2:12][CH2:11]2)([CH3:9])[CH2:5]1.C1C=C[NH+]=CC=1.C1C=C[NH+]=CC=1.[O-][Cr](O[Cr]([O-])(=O)=O)(=O)=O. Product: [OH:1][C:2]([CH3:22])([CH3:21])[CH2:3][C@H:4]1[CH2:8][O:7][C@@:6]([C@@H:10]2[C@:18]3([CH3:19])[C@H:13]([C:14](=[O:20])[CH2:15][CH2:16][CH2:17]3)[CH2:12][CH2:11]2)([CH3:9])[CH2:5]1. The catalyst class is: 2. (4) Reactant: [C:1]1([C:7](=O)[C:8]([C:10]2[CH:15]=[CH:14][N:13]=[CH:12][CH:11]=2)=O)[CH:6]=[CH:5][CH:4]=[CH:3]C=1.Cl.[CH3:18][NH:19][C:20]([NH2:22])=[NH:21].[C:23]([O-:26])([O-])=O.[Na+].[Na+]. Product: [NH2:22][C:20]1[N:19]([CH3:18])[C:23](=[O:26])[C:8]([C:7]2[CH:3]=[CH:4][CH:5]=[CH:6][CH:1]=2)([C:10]2[CH:11]=[CH:12][N:13]=[CH:14][CH:15]=2)[N:21]=1. The catalyst class is: 88. (5) Reactant: [CH3:1][Si:2]([C:5]#[CH:6])([CH3:4])[CH3:3].C([Li])CCC.[F:12][C:13]([F:19])([F:18])[C:14](=[O:17])[CH2:15][CH3:16]. Product: [F:12][C:13]([F:19])([F:18])[C:14]([OH:17])([CH2:15][CH3:16])[C:6]#[C:5][Si:2]([CH3:4])([CH3:3])[CH3:1]. The catalyst class is: 116. (6) Reactant: [CH3:1][C@H:2]([CH2:22]C=C)[C:3]([O:5][CH2:6][C@H:7]([NH:14][C:15](=[O:21])[CH2:16][CH2:17][CH2:18][CH:19]=[CH2:20])[C:8]1[CH:13]=[CH:12][CH:11]=[CH:10][CH:9]=1)=[O:4]. Product: [CH3:22][C@H:2]1[C:3](=[O:4])[O:5][CH2:6][C@@H:7]([C:8]2[CH:9]=[CH:10][CH:11]=[CH:12][CH:13]=2)[NH:14][C:15](=[O:21])[CH2:16][CH2:17][CH2:18][CH:19]=[CH:20][CH2:1]1. The catalyst class is: 11. (7) Reactant: Br[CH2:2][CH2:3][C:4]1[C:12]2[C:7](=[CH:8][CH:9]=[C:10]([F:13])[CH:11]=2)[NH:6][CH:5]=1.[NH:14]1[CH:18]=[CH:17][N:16]=[CH:15]1.C(N(C(C)C)C(C)C)C. Product: [N:14]1([CH2:2][CH2:3][C:4]2[C:12]3[C:7](=[CH:8][CH:9]=[C:10]([F:13])[CH:11]=3)[NH:6][CH:5]=2)[CH:18]=[CH:17][N:16]=[CH:15]1. The catalyst class is: 12.